From a dataset of Reaction yield outcomes from USPTO patents with 853,638 reactions. Predict the reaction yield, written as a fraction of the theoretical maximum amount of product (1.0 means a 100% yield; for example, 0.34 means a 34% yield). (1) The reactants are [C:1]([OH:4])(=[O:3])[CH3:2].C(N(CC)CC)C.Cl[C:13]1[CH:14]=[C:15]([CH2:20][C:21](=[O:23])[CH3:22])[CH:16]=[CH:17][C:18]=1Cl. No catalyst specified. The product is [O:23]=[C:21]([CH2:20][C:15]1[CH:16]=[CH:17][CH:18]=[CH:13][CH:14]=1)[CH2:22][O:3][C:1](=[O:4])[CH3:2]. The yield is 0.330. (2) The catalyst is C1COCC1. The product is [C:5]1([C:1]([OH:4])([CH2:11][CH3:12])[C:2]#[CH:3])[CH:10]=[CH:9][CH:8]=[CH:7][CH:6]=1. The reactants are [C:1]([C:5]1[CH:10]=[CH:9][CH:8]=[CH:7][CH:6]=1)(=[O:4])[CH2:2][CH3:3].[C:11]([Mg]Br)#[CH:12].Cl.C(OCC)C. The yield is 0.650. (3) The reactants are Cl.Cl.[CH2:3]([O:5][C:6]([C:8]1([NH:13][C:14]([CH:16]2[CH2:20][CH:19]([O:21][C:22]3[C:31]4[C:26](=[CH:27][C:28]([O:32][CH3:33])=[CH:29][CH:30]=4)[CH:25]=[CH:24][N:23]=3)[CH2:18][NH:17]2)=[O:15])[CH2:10][CH:9]1[CH:11]=[CH2:12])=[O:7])[CH3:4].[CH2:34]([O:37][CH2:38][CH2:39][CH2:40][CH:41]([NH:45][C:46]([O:48][C:49]([CH3:52])([CH3:51])[CH3:50])=[O:47])[C:42](O)=[O:43])[CH:35]=[CH2:36].CN(C(ON1N=NC2C=CC=NC1=2)=[N+](C)C)C.F[P-](F)(F)(F)(F)F.CN1CCOCC1. The catalyst is CN(C=O)C.C(OCC)(=O)C.CCCCCC. The product is [CH2:3]([O:5][C:6]([C:8]1([NH:13][C:14]([CH:16]2[CH2:20][CH:19]([O:21][C:22]3[C:31]4[C:26](=[CH:27][C:28]([O:32][CH3:33])=[CH:29][CH:30]=4)[CH:25]=[CH:24][N:23]=3)[CH2:18][N:17]2[C:42](=[O:43])[CH:41]([NH:45][C:46]([O:48][C:49]([CH3:52])([CH3:51])[CH3:50])=[O:47])[CH2:40][CH2:39][CH2:38][O:37][CH2:34][CH:35]=[CH2:36])=[O:15])[CH2:10][CH:9]1[CH:11]=[CH2:12])=[O:7])[CH3:4]. The yield is 0.790. (4) The reactants are [Br:1][C:2]1[CH:3]=[C:4]2[C:10]([C:11]3[CH:18]=[CH:17]C(C#N)=[CH:13][CH:12]=3)=[C:9]([C:19]3[CH:24]=[CH:23][CH:22]=[CH:21][CH:20]=3)[NH:8][C:5]2=[N:6][CH:7]=1.S(=O)(=O)(O)[OH:26].[O:30]1[CH2:35][CH2:34]OCC1. The catalyst is O. The product is [Br:1][C:2]1[CH:3]=[C:4]2[C:10]([C:11]3[CH:18]=[CH:17][C:34]([C:35]([OH:30])=[O:26])=[CH:13][CH:12]=3)=[C:9]([C:19]3[CH:24]=[CH:23][CH:22]=[CH:21][CH:20]=3)[NH:8][C:5]2=[N:6][CH:7]=1. The yield is 0.230. (5) The reactants are [CH3:1][O-:2].[Na+].Br[N:5]1[C:9](=[O:10])CCC1=O.[N:12]1([C:18]2[CH:26]=[C:25]([C:27]3[CH:32]=[CH:31][CH:30]=[CH:29][C:28]=3[CH3:33])[C:21](C(N)=O)=[CH:20][N:19]=2)[CH2:17][CH2:16][O:15][CH2:14][CH2:13]1.Cl. The catalyst is ClCCl. The product is [CH3:1][O:2][C:9](=[O:10])[NH:5][C:21]1[CH:20]=[N:19][C:18]([N:12]2[CH2:13][CH2:14][O:15][CH2:16][CH2:17]2)=[CH:26][C:25]=1[C:27]1[CH:32]=[CH:31][CH:30]=[CH:29][C:28]=1[CH3:33]. The yield is 0.725. (6) The reactants are [CH3:1][O:2][C:3]([C:5]#[C:6][C:7]([O:9][CH3:10])=[O:8])=[O:4].O/[C:12](=[CH:17]\[C:18](=[O:28])[CH2:19][CH2:20][CH2:21][CH2:22][CH2:23][CH2:24][CH2:25][CH2:26][CH3:27])/[C:13]([O:15][CH3:16])=[O:14].C1C=CC(P(C2C=CC=CC=2)C2C=CC=CC=2)=CC=1. The catalyst is C(Cl)Cl.C1(C)C=CC=CC=1. The product is [CH3:1][O:2][C:3](/[C:5](/[C:12](/[C:13]([O:15][CH3:16])=[O:14])=[CH:17]/[C:18](=[O:28])[CH2:19][CH2:20][CH2:21][CH2:22][CH2:23][CH2:24][CH2:25][CH2:26][CH3:27])=[CH:6]\[C:7]([O:9][CH3:10])=[O:8])=[O:4]. The yield is 0.640. (7) The product is [CH3:1][S:2]([C:5]1[CH:6]=[CH:7][C:8]([CH:11]([C:19]2[NH:27][C:22]3=[N:23][CH:24]=[CH:25][CH:26]=[C:21]3[CH:20]=2)[CH2:12][CH:13]2[CH2:18][CH2:17][CH2:16][CH2:15][O:14]2)=[CH:9][CH:10]=1)(=[O:3])=[O:4]. The reactants are [CH3:1][S:2]([C:5]1[CH:10]=[CH:9][C:8]([C:11]([C:19]2[NH:27][C:22]3=[N:23][CH:24]=[CH:25][CH:26]=[C:21]3[CH:20]=2)=[CH:12][C@@H:13]2[CH2:18][CH2:17][CH2:16][CH2:15][O:14]2)=[CH:7][CH:6]=1)(=[O:4])=[O:3]. The yield is 0.270. The catalyst is [Pd].CO. (8) The reactants are C[O:2][C:3]1[CH:8]=[CH:7][C:6]([C:9](O)([CH2:12][CH3:13])[CH2:10][CH3:11])=[CH:5][CH:4]=1.B(Br)(Br)Br. No catalyst specified. The product is [OH:2][C:3]1[CH:8]=[CH:7][C:6](/[C:9](=[CH:10]/[CH3:11])/[CH2:12][CH3:13])=[CH:5][CH:4]=1. The yield is 0.860.